Dataset: Full USPTO retrosynthesis dataset with 1.9M reactions from patents (1976-2016). Task: Predict the reactants needed to synthesize the given product. (1) The reactants are: [C:1]([C:5]1[CH:6]=[C:7]([CH:11]2[NH:17][CH2:16][CH2:15][CH2:14][N:13]3[CH:18]=[CH:19][CH:20]=[C:12]23)[CH:8]=[CH:9][CH:10]=1)([CH3:4])([CH3:3])[CH3:2].[F:21][C:22]1[CH:27]=[C:26]([F:28])[CH:25]=[CH:24][C:23]=1[N:29]=[C:30]=[O:31]. Given the product [C:1]([C:5]1[CH:6]=[C:7]([CH:11]2[N:17]([C:30]([NH:29][C:23]3[CH:24]=[CH:25][C:26]([F:28])=[CH:27][C:22]=3[F:21])=[O:31])[CH2:16][CH2:15][CH2:14][N:13]3[CH:18]=[CH:19][CH:20]=[C:12]23)[CH:8]=[CH:9][CH:10]=1)([CH3:4])([CH3:2])[CH3:3], predict the reactants needed to synthesize it. (2) The reactants are: [CH3:1][C:2]1([CH2:9][CH2:10][CH3:11])[CH2:7][CH2:6][CH2:5][CH2:4][C:3]1=[O:8].[Br:12]C1CC(C(C)C)CCC1=O. Given the product [Br:12][CH:4]1[C:3](=[O:8])[C:2]([CH3:1])([CH2:9][CH2:10][CH3:11])[CH2:7][CH2:6][CH2:5]1, predict the reactants needed to synthesize it.